From a dataset of Reaction yield outcomes from USPTO patents with 853,638 reactions. Predict the reaction yield, written as a fraction of the theoretical maximum amount of product (1.0 means a 100% yield; for example, 0.34 means a 34% yield). (1) The reactants are [CH2:1]([C:3]1[CH:4]=[CH:5][CH:6]=[C:7]2[C:11]=1[NH:10][C:9]([CH2:12][OH:13])=[C:8]2[CH3:14])[CH3:2]. The catalyst is ClCCl.[O-2].[Mn+4].[O-2]. The product is [CH2:1]([C:3]1[CH:4]=[CH:5][CH:6]=[C:7]2[C:11]=1[NH:10][C:9]([CH:12]=[O:13])=[C:8]2[CH3:14])[CH3:2]. The yield is 0.650. (2) The reactants are C(NC(C)C)(C)C.C([Li])CCC.[CH3:13][C@@H:14]1[C@H:18]([C:19]2[CH:24]=[CH:23][CH:22]=[CH:21][CH:20]=2)[O:17][C:16](=[O:25])[N:15]1[C:26](=[O:35])[CH2:27][CH2:28][C@H:29]([CH3:34])[CH2:30][CH2:31][CH2:32][CH3:33].Br[CH2:37][C:38]([O:40][C:41]([CH3:44])([CH3:43])[CH3:42])=[O:39]. The catalyst is C1COCC1. The product is [C:41]([O:40][C:38](=[O:39])[CH2:37][C@@H:27]([C:26]([N:15]1[C@H:14]([CH3:13])[C@H:18]([C:19]2[CH:24]=[CH:23][CH:22]=[CH:21][CH:20]=2)[O:17][C:16]1=[O:25])=[O:35])[CH2:28][C@H:29]([CH3:34])[CH2:30][CH2:31][CH2:32][CH3:33])([CH3:44])([CH3:43])[CH3:42]. The yield is 0.610. (3) The reactants are [C:1](Cl)(=[O:5])[O:2][CH2:3][CH3:4].[C:7]([O:11][C:12]([N:14]1[CH2:21][C:20]2[C:19]([NH2:22])=[N:18][NH:17][C:16]=2[CH2:15]1)=[O:13])([CH3:10])([CH3:9])[CH3:8].CCN(C(C)C)C(C)C. The catalyst is C1COCC1. The product is [CH2:3]([O:2][C:1]([N:17]1[C:16]2[CH2:15][N:14]([C:12]([O:11][C:7]([CH3:9])([CH3:8])[CH3:10])=[O:13])[CH2:21][C:20]=2[C:19]([NH2:22])=[N:18]1)=[O:5])[CH3:4]. The yield is 0.720. (4) The reactants are [CH3:1][O:2][C:3]1[CH:4]=[C:5]2[C:10](=[CH:11][C:12]=1[O:13][CH3:14])[N:9]=[CH:8][N:7]=[C:6]2[O:15][C:16]1[CH:17]=[C:18]([CH:20]=[CH:21][CH:22]=1)[NH2:19].[CH:23]([C:26]1[CH:30]=[C:29]([NH:31][C:32](=O)[O:33]C2C=CC=CC=2)[N:28]([C:41]2[CH:46]=[CH:45][C:44]([O:47][CH3:48])=[CH:43][CH:42]=2)[N:27]=1)([CH3:25])[CH3:24]. The catalyst is C1COCC1.CN(C1C=CN=CC=1)C. The product is [CH3:1][O:2][C:3]1[CH:4]=[C:5]2[C:10](=[CH:11][C:12]=1[O:13][CH3:14])[N:9]=[CH:8][N:7]=[C:6]2[O:15][C:16]1[CH:17]=[C:18]([NH:19][C:32]([NH:31][C:29]2[N:28]([C:41]3[CH:46]=[CH:45][C:44]([O:47][CH3:48])=[CH:43][CH:42]=3)[N:27]=[C:26]([CH:23]([CH3:25])[CH3:24])[CH:30]=2)=[O:33])[CH:20]=[CH:21][CH:22]=1. The yield is 0.390. (5) The reactants are [CH3:1][C:2]1[C:7]([CH3:8])=[C:6]([O:9]CC(C)=CC2C=CC(C)=CC=2)[CH:5]=[C:4]([CH3:21])[C:3]=1[NH:22][CH:23]=[O:24].[C:25](=O)([O-])[O-].[K+].[K+].CN(C)[C:33]1[CH:38]=CC=C[CH:34]=1.[CH3:40][CH2:41][CH2:42][CH2:43][CH2:44][CH2:45][CH3:46]. No catalyst specified. The product is [OH:9][C:6]1[C:5]([CH3:25])=[C:4]([CH3:21])[C:3]([NH:22][CH:23]=[O:24])=[C:2]([CH3:1])[C:7]=1[C:8]([C:42]1[CH:41]=[CH:40][C:45]([CH3:46])=[CH:44][CH:43]=1)=[C:33]([CH3:38])[CH3:34]. The yield is 0.869.